This data is from Forward reaction prediction with 1.9M reactions from USPTO patents (1976-2016). The task is: Predict the product of the given reaction. (1) Given the reactants O1CCOCC1.O.[F:8][C:9]1[CH:14]=[CH:13][C:12](B(O)O)=[CH:11][N:10]=1.[NH2:18][C:19]1[N:20]=[C:21]([C:41]2[CH:46]=[CH:45][C:44](F)=[CH:43][CH:42]=2)[C:22]2[C:31](=[O:32])[C:30]3[C:25](=[C:26](OS(C(F)(F)F)(=O)=O)[CH:27]=[CH:28][CH:29]=3)[C:23]=2[N:24]=1.C([O-])([O-])=O.[K+].[K+], predict the reaction product. The product is: [NH2:18][C:19]1[N:20]=[C:21]([C:41]2[CH:42]=[CH:43][CH:44]=[CH:45][CH:46]=2)[C:22]2[C:31](=[O:32])[C:30]3[C:25](=[C:26]([C:12]4[CH:11]=[N:10][C:9]([F:8])=[CH:14][CH:13]=4)[CH:27]=[CH:28][CH:29]=3)[C:23]=2[N:24]=1. (2) Given the reactants [CH2:1]([N:8]1[CH2:15][CH:14]2[CH2:16][CH:10]([CH2:11][NH:12][CH2:13]2)[CH2:9]1)[C:2]1[CH:7]=[CH:6][CH:5]=[CH:4][CH:3]=1.[CH3:17][S:18]([N:21]1[CH2:23][CH:22]1[CH2:24][O:25][C:26]1[CH:33]=[CH:32][C:29]([C:30]#[N:31])=[CH:28][CH:27]=1)(=[O:20])=[O:19], predict the reaction product. The product is: [NH3:8].[CH2:1]([N:8]1[CH2:9][CH:10]2[CH2:16][CH:14]([CH2:13][N:12]([CH2:23][CH:22]([NH:21][S:18]([CH3:17])(=[O:20])=[O:19])[CH2:24][O:25][C:26]3[CH:27]=[CH:28][C:29]([C:30]#[N:31])=[CH:32][CH:33]=3)[CH2:11]2)[CH2:15]1)[C:2]1[CH:7]=[CH:6][CH:5]=[CH:4][CH:3]=1. (3) The product is: [ClH:32].[Cl:32][C:25]1[CH:26]=[C:21]([C:19]23[CH2:28][CH:18]2[CH2:17][NH:13][CH2:20]3)[CH:22]=[CH:23][C:24]=1[Cl:33]. Given the reactants NCCC1C=CC(O)=C(O)C=1.C[N:13]1[C@H:17]2[C@@H:18]([C:28](OC)=O)[C@@H:19]([C:21]3[CH:26]=[CH:25][C:24](F)=[CH:23][CH:22]=3)[CH2:20][C@@H]1CC2.[ClH:32].[ClH:33].FC1C=CC(C(C2C=CC(F)=CC=2)OCCN2CCN(CCCC3C=CC=CC=3)CC2)=CC=1.C1N(CCCC2C=CC=CC=2)CCN(CCOC(C2C=CC(F)=CC=2)C2C=CC(F)=CC=2)C1, predict the reaction product. (4) Given the reactants [CH:1]1([C:4]2[C:5]([O:14][CH2:15][C:16]34[CH2:25][CH:20]5[CH2:21][CH:22]([CH2:24][CH:18]([C:19]5([F:27])[F:26])[CH2:17]3)[CH2:23]4)=[CH:6][C:7]([F:13])=[C:8]([CH:12]=2)[C:9]([OH:11])=O)[CH2:3][CH2:2]1.C(N=C=NCCCN(C)C)C.[N:39]1([S:43]([NH2:46])(=[O:45])=[O:44])[CH2:42][CH2:41][CH2:40]1, predict the reaction product. The product is: [N:39]1([S:43]([NH:46][C:9](=[O:11])[C:8]2[CH:12]=[C:4]([CH:1]3[CH2:3][CH2:2]3)[C:5]([O:14][CH2:15][C:16]34[CH2:17][CH:18]5[CH2:24][CH:22]([CH2:21][CH:20]([C:19]5([F:27])[F:26])[CH2:25]3)[CH2:23]4)=[CH:6][C:7]=2[F:13])(=[O:45])=[O:44])[CH2:42][CH2:41][CH2:40]1. (5) Given the reactants [F:1][C:2]1[CH:30]=[CH:29][C:5]([O:6][C:7]2[C:8]([C:17]([NH:19][C:20]3C=C(C=CC=3)C(O)=O)=[O:18])=[N:9][C:10]3[C:15]([N:16]=2)=[CH:14][CH:13]=[CH:12][CH:11]=3)=[C:4]([O:31][CH3:32])[CH:3]=1.FC1C=CC(OC2C(C(O)=O)=NC3C(N=2)=CC=CC=3)=C(OC)C=1.NC1[S:58][CH:59]=[C:60]([C:62]([O:64]CC)=[O:63])[N:61]=1, predict the reaction product. The product is: [F:1][C:2]1[CH:30]=[CH:29][C:5]([O:6][C:7]2[C:8]([C:17]([NH:19][C:20]3[S:58][CH:59]=[C:60]([C:62]([OH:64])=[O:63])[N:61]=3)=[O:18])=[N:9][C:10]3[C:15]([N:16]=2)=[CH:14][CH:13]=[CH:12][CH:11]=3)=[C:4]([O:31][CH3:32])[CH:3]=1. (6) The product is: [Cl:1][C:2]1[C:3](=[O:25])[N:4]([CH3:24])[CH:5]=[C:6]([C:9]([N:11]2[CH2:16][CH2:15][CH:14]([C:17]3[CH:22]=[CH:21][C:20]([F:23])=[CH:19][CH:18]=3)[CH2:13][CH2:12]2)=[O:10])[C:7]=1[NH:32][C:31]1[CH:33]=[CH:34][C:28]([O:27][CH3:26])=[CH:29][C:30]=1[CH3:35]. Given the reactants [Cl:1][C:2]1[C:3](=[O:25])[N:4]([CH3:24])[CH:5]=[C:6]([C:9]([N:11]2[CH2:16][CH2:15][CH:14]([C:17]3[CH:22]=[CH:21][C:20]([F:23])=[CH:19][CH:18]=3)[CH2:13][CH2:12]2)=[O:10])[C:7]=1Cl.[CH3:26][O:27][C:28]1[CH:34]=[CH:33][C:31]([NH2:32])=[C:30]([CH3:35])[CH:29]=1, predict the reaction product. (7) The product is: [F:1][C:2]1[CH:7]=[CH:6][C:5]([CH:8]2[C:17]([CH3:19])([CH3:18])[CH2:16][C:15]3[C:10](=[CH:11][CH:12]=[C:13]([C:21]([O:23][CH3:24])=[O:22])[CH:14]=3)[NH:9]2)=[CH:4][C:3]=1[N+:25]([O-:27])=[O:26]. Given the reactants [F:1][C:2]1[CH:7]=[CH:6][C:5]([CH:8]2[C:17]([CH3:19])([CH3:18])[CH:16](O)[C:15]3[C:10](=[CH:11][CH:12]=[C:13]([C:21]([O:23][CH3:24])=[O:22])[CH:14]=3)[NH:9]2)=[CH:4][C:3]=1[N+:25]([O-:27])=[O:26].C([SiH](CC)CC)C.FC(F)(F)C(O)=O, predict the reaction product.